From a dataset of Forward reaction prediction with 1.9M reactions from USPTO patents (1976-2016). Predict the product of the given reaction. Given the reactants [CH2:1]([N:3]1[CH:7]=[C:6](B2OC(C)(C)C(C)(C)O2)[CH:5]=[N:4]1)[CH3:2].Cl[C:18]1[N:23]=[N:22][C:21]([N:24]2[CH2:29][CH2:28][CH:27]([N:30]3[C:38]4[C:33](=[CH:34][CH:35]=[C:36]([F:39])[CH:37]=4)[CH2:32][CH2:31]3)[CH2:26][CH2:25]2)=[CH:20][CH:19]=1, predict the reaction product. The product is: [CH2:1]([N:3]1[CH:7]=[C:6]([C:18]2[N:23]=[N:22][C:21]([N:24]3[CH2:25][CH2:26][CH:27]([N:30]4[C:38]5[C:33](=[CH:34][CH:35]=[C:36]([F:39])[CH:37]=5)[CH2:32][CH2:31]4)[CH2:28][CH2:29]3)=[CH:20][CH:19]=2)[CH:5]=[N:4]1)[CH3:2].